From a dataset of Catalyst prediction with 721,799 reactions and 888 catalyst types from USPTO. Predict which catalyst facilitates the given reaction. (1) Reactant: [N+](C1C=[CH:8][C:7]([O:10][C:11](=[O:22])[O:12][C:13]2[CH:18]=[CH:17][C:16]([N+:19]([O-:21])=[O:20])=[CH:15][CH:14]=2)=CC=1)([O-])=O.OCC[N:26]1[CH2:31][CH2:30][N:29]([C:32]([O:34][C:35]([CH3:38])([CH3:37])[CH3:36])=[O:33])[CH2:28][CH2:27]1.CN1CCOCC1. Product: [C:11](=[O:22])([O:12][C:13]1[CH:14]=[CH:15][C:16]([N+:19]([O-:21])=[O:20])=[CH:17][CH:18]=1)[O:10][CH2:7][CH2:8][N:26]1[CH2:27][CH2:28][N:29]([C:32]([O:34][C:35]([CH3:38])([CH3:37])[CH3:36])=[O:33])[CH2:30][CH2:31]1. The catalyst class is: 2. (2) Reactant: [Cl:1][C:2]1[CH:7]=[CH:6][C:5]([CH2:8][N:9]2[CH2:21][CH2:20][C:19]3[C:18]4[C:13](=[CH:14][CH:15]=[C:16]([O:22][CH3:23])[CH:17]=4)[N:12](C(OC(C)(C)C)=O)[C:11]=3[C:10]2=[O:31])=[C:4]([F:32])[C:3]=1[O:33][C:34]1[CH:39]=[C:38]([C:40]#[N:41])[CH:37]=[C:36]([Cl:42])[CH:35]=1.C(O)(C(F)(F)F)=O. Product: [Cl:42][C:36]1[CH:37]=[C:38]([CH:39]=[C:34]([O:33][C:3]2[C:2]([Cl:1])=[CH:7][CH:6]=[C:5]([CH2:8][N:9]3[CH2:21][CH2:20][C:19]4[C:18]5[C:13](=[CH:14][CH:15]=[C:16]([O:22][CH3:23])[CH:17]=5)[NH:12][C:11]=4[C:10]3=[O:31])[C:4]=2[F:32])[CH:35]=1)[C:40]#[N:41]. The catalyst class is: 2. (3) Reactant: [F:1][C:2]([F:14])([F:13])[C:3]1[N:8]=[C:7]([OH:9])[CH:6]=[CH:5][C:4]=1[N+:10]([O-:12])=[O:11].[Cl:15][C:16]1[CH:21]=[CH:20][CH:19]=[C:18]([Cl:22])[C:17]=1[N:23]1[C:27]([CH2:28]O)=[C:26]([CH:30]([CH3:32])[CH3:31])[N:25]=[N:24]1.C1(P(C2C=CC=CC=2)C2C=CC=CC=2)C=CC=CC=1.N(C(OC(C)C)=O)=NC(OC(C)C)=O. Product: [Cl:22][C:18]1[CH:19]=[CH:20][CH:21]=[C:16]([Cl:15])[C:17]=1[N:23]1[C:27]([CH2:28][O:9][C:7]2[N:8]=[C:3]([C:2]([F:1])([F:13])[F:14])[C:4]([N+:10]([O-:12])=[O:11])=[CH:5][CH:6]=2)=[C:26]([CH:30]([CH3:32])[CH3:31])[N:25]=[N:24]1. The catalyst class is: 48. (4) Reactant: Br[C:2]1[CH:3]=[C:4]2[C:9](=[CH:10][CH:11]=1)[CH:8]=[N:7][CH:6]=[CH:5]2.[CH3:12][O:13][C:14]1[N:19]2[N:20]=[C:21]([C:23]([F:26])([F:25])[F:24])[CH:22]=[C:18]2[C:17](B2OC(C)(C)C(C)(C)O2)=[CH:16][CH:15]=1.C(=O)([O-])[O-].[Na+].[Na+].O. Product: [CH3:12][O:13][C:14]1[N:19]2[N:20]=[C:21]([C:23]([F:26])([F:24])[F:25])[CH:22]=[C:18]2[C:17]([C:2]2[CH:3]=[C:4]3[C:9](=[CH:10][CH:11]=2)[CH:8]=[N:7][CH:6]=[CH:5]3)=[CH:16][CH:15]=1. The catalyst class is: 755. (5) Reactant: [C:1]([O:5][C:6]([NH:8][CH2:9][CH:10]1[CH2:15][CH2:14][CH:13]([CH2:16][NH:17][C:18]2[C:23]([N+:24]([O-:26])=[O:25])=[CH:22][N:21]=[C:20]([NH:27][CH2:28][C:29]3[CH:30]=[C:31]([CH:35]=[CH:36][CH:37]=3)[C:32](O)=[O:33])[N:19]=2)[CH2:12][CH2:11]1)=[O:7])([CH3:4])([CH3:3])[CH3:2].CN(C=O)C.CN(C(ON1N=NC2C=CC=CC1=2)=[N+](C)C)C.[B-](F)(F)(F)F.[C:65]([O:69][C:70](=[O:75])[NH:71][CH2:72][CH2:73][NH2:74])([CH3:68])([CH3:67])[CH3:66]. Product: [C:65]([O:69][C:70](=[O:75])[NH:71][CH2:72][CH2:73][NH:74][C:32](=[O:33])[C:31]1[CH:35]=[CH:36][CH:37]=[C:29]([CH2:28][NH:27][C:20]2[N:19]=[C:18]([NH:17][CH2:16][CH:13]3[CH2:12][CH2:11][CH:10]([CH2:9][NH:8][C:6]([O:5][C:1]([CH3:2])([CH3:4])[CH3:3])=[O:7])[CH2:15][CH2:14]3)[C:23]([N+:24]([O-:26])=[O:25])=[CH:22][N:21]=2)[CH:30]=1)([CH3:68])([CH3:66])[CH3:67]. The catalyst class is: 4. (6) Reactant: [NH:1]1[CH2:4][CH:3]([O:5][C:6]2[CH:21]=[CH:20][C:9]([CH2:10][N:11]3[CH2:16][CH2:15][C:14]([CH2:18][OH:19])([CH3:17])[CH2:13][CH2:12]3)=[C:8]([CH3:22])[CH:7]=2)[CH2:2]1.[C:23]1([C:29]2[O:33][C:32]([C:34](OCC)=[O:35])=[N:31][N:30]=2)[CH:28]=[CH:27][CH:26]=[CH:25][CH:24]=1.[C-]#N.[Na+]. Product: [OH:19][CH2:18][C:14]1([CH3:17])[CH2:15][CH2:16][N:11]([CH2:10][C:9]2[CH:20]=[CH:21][C:6]([O:5][CH:3]3[CH2:4][N:1]([C:34]([C:32]4[O:33][C:29]([C:23]5[CH:24]=[CH:25][CH:26]=[CH:27][CH:28]=5)=[N:30][N:31]=4)=[O:35])[CH2:2]3)=[CH:7][C:8]=2[CH3:22])[CH2:12][CH2:13]1. The catalyst class is: 5. (7) Reactant: [NH2:1][CH2:2][C@@H:3]1[C@@H:11]([C@@:12]2([CH3:21])[CH2:17][CH2:16][C@H:15]([OH:18])[CH2:14][C@@H:13]2[CH2:19][OH:20])[CH2:10][CH2:9][C@@:8]2([CH3:22])[C@H:4]1[CH2:5][CH2:6][C:7]2=[CH2:23].[F:24][C:25]1([F:36])[O:29][C:28]2[CH:30]=[CH:31][C:32]([CH:34]=O)=[CH:33][C:27]=2[O:26]1.[BH4-].[Na+]. Product: [F:36][C:25]1([F:24])[O:29][C:28]2[CH:30]=[CH:31][C:32]([CH2:34][NH:1][CH2:2][C@@H:3]3[C@@H:11]([C@@:12]4([CH3:21])[CH2:17][CH2:16][C@H:15]([OH:18])[CH2:14][C@@H:13]4[CH2:19][OH:20])[CH2:10][CH2:9][C@@:8]4([CH3:22])[C@H:4]3[CH2:5][CH2:6][C:7]4=[CH2:23])=[CH:33][C:27]=2[O:26]1. The catalyst class is: 5. (8) Reactant: [C:1]([O:5][C:6](=[O:26])[CH2:7][CH2:8][CH2:9][CH2:10][CH2:11][CH2:12][CH2:13][CH2:14][CH2:15][CH2:16][CH2:17][CH2:18][CH2:19][CH2:20][CH2:21][CH2:22][C:23]([OH:25])=[O:24])([CH3:4])([CH3:3])[CH3:2].[B-](F)(F)(F)F.CN(C(O[N:40]1[C:45](=[O:46])[CH2:44][CH2:43][C:41]1=[O:42])=[N+](C)C)C.Cl. Product: [O:42]=[C:41]1[CH2:43][CH2:44][C:45](=[O:46])[N:40]1[O:24][C:23](=[O:25])[CH2:22][CH2:21][CH2:20][CH2:19][CH2:18][CH2:17][CH2:16][CH2:15][CH2:14][CH2:13][CH2:12][CH2:11][CH2:10][CH2:9][CH2:8][CH2:7][C:6]([O:5][C:1]([CH3:4])([CH3:2])[CH3:3])=[O:26]. The catalyst class is: 577. (9) Reactant: [NH:1]1[C:5]2=[CH:6][N:7]=[CH:8][CH:9]=[C:4]2[CH:3]=[CH:2]1.C(N(CC)CC)C.[C:17](O[C:17]([O:19][C:20]([CH3:23])([CH3:22])[CH3:21])=[O:18])([O:19][C:20]([CH3:23])([CH3:22])[CH3:21])=[O:18].O. Product: [N:1]1([C:17]([O:19][C:20]([CH3:23])([CH3:22])[CH3:21])=[O:18])[C:5]2=[CH:6][N:7]=[CH:8][CH:9]=[C:4]2[CH:3]=[CH:2]1. The catalyst class is: 2. (10) Reactant: [N:1]1([C:6]2[CH:7]=[N:8][CH:9]=[CH:10][CH:11]=2)[CH:5]=[CH:4][CH:3]=[N:2]1.[I:12](O)(=O)=O.II.S(=O)(=O)(O)O. Product: [I:12][C:4]1[CH:3]=[N:2][N:1]([C:6]2[CH:7]=[N:8][CH:9]=[CH:10][CH:11]=2)[CH:5]=1. The catalyst class is: 15.